Dataset: Catalyst prediction with 721,799 reactions and 888 catalyst types from USPTO. Task: Predict which catalyst facilitates the given reaction. Reactant: [C:1]([O:5][C:6]([N:8]1[CH2:13][CH2:12][CH:11]([C:14]([C:17]2[CH:22]=[C:21]([C:23]([F:26])([F:25])[F:24])[CH:20]=[CH:19][C:18]=2F)=[N:15][OH:16])[CH2:10][CH2:9]1)=[O:7])([CH3:4])([CH3:3])[CH3:2].CC(C)([O-])C.[K+]. Product: [C:1]([O:5][C:6]([N:8]1[CH2:13][CH2:12][CH:11]([C:14]2[C:17]3[CH:22]=[C:21]([C:23]([F:26])([F:25])[F:24])[CH:20]=[CH:19][C:18]=3[O:16][N:15]=2)[CH2:10][CH2:9]1)=[O:7])([CH3:4])([CH3:3])[CH3:2]. The catalyst class is: 1.